Predict the reaction yield, written as a fraction of the theoretical maximum amount of product (1.0 means a 100% yield; for example, 0.34 means a 34% yield). From a dataset of Reaction yield outcomes from USPTO patents with 853,638 reactions. (1) No catalyst specified. The reactants are [NH2:1][C:2]1[CH:20]=[CH:19][C:5]([O:6][C:7]2[C:16]3[N:15]=[C:14]([CH3:17])[C:13](=[O:18])[NH:12][C:11]=3[N:10]=[CH:9][CH:8]=2)=[CH:4][C:3]=1[S:21][CH3:22].[C:23]([C:27]1[CH:31]=[C:30]([N:32]=[C:33]=[O:34])[N:29]([C:35]2[CH:40]=[CH:39][CH:38]=[CH:37][CH:36]=2)[N:28]=1)([CH3:26])([CH3:25])[CH3:24]. The product is [C:23]([C:27]1[CH:31]=[C:30]([NH:32][C:33]([NH:1][C:2]2[CH:20]=[CH:19][C:5]([O:6][C:7]3[C:16]4[N:15]=[C:14]([CH3:17])[C:13](=[O:18])[NH:12][C:11]=4[N:10]=[CH:9][CH:8]=3)=[CH:4][C:3]=2[S:21][CH3:22])=[O:34])[N:29]([C:35]2[CH:40]=[CH:39][CH:38]=[CH:37][CH:36]=2)[N:28]=1)([CH3:26])([CH3:24])[CH3:25]. The yield is 0.510. (2) The yield is 0.830. The catalyst is CO.[Zn]. The reactants are [N+:1]([C:4]1[CH:13]=[CH:12][C:7]2[B:8]([OH:11])[O:9][CH2:10][C:6]=2[CH:5]=1)([O-])=O.Cl. The product is [NH2:1][C:4]1[CH:13]=[CH:12][C:7]2[B:8]([OH:11])[O:9][CH2:10][C:6]=2[CH:5]=1. (3) The yield is 0.670. The catalyst is O1CCOCC1.C(Cl)Cl.C1C=CC(/C=C/C(/C=C/C2C=CC=CC=2)=O)=CC=1.C1C=CC(/C=C/C(/C=C/C2C=CC=CC=2)=O)=CC=1.C1C=CC(/C=C/C(/C=C/C2C=CC=CC=2)=O)=CC=1.[Pd].[Pd]. The reactants are [CH3:1][O:2][C:3]([C:5]1[S:6][C:7]([C:11]#[C:12][C:13]([CH3:16])([CH3:15])[CH3:14])=[CH:8][C:9]=1Br)=[O:4].C(=O)([O-])[O-].[Cs+].[Cs+].[CH:23]1([NH2:26])[CH2:25][CH2:24]1.C1(P(C2C=CC=CC=2)C2C=CC3C(=CC=CC=3)C=2C2C3C(=CC=CC=3)C=CC=2P(C2C=CC=CC=2)C2C=CC=CC=2)C=CC=CC=1. The product is [CH3:1][O:2][C:3]([C:5]1[S:6][C:7]([C:11]#[C:12][C:13]([CH3:16])([CH3:15])[CH3:14])=[CH:8][C:9]=1[NH:26][CH:23]1[CH2:25][CH2:24]1)=[O:4]. (4) The reactants are C(=O)([O-])[O-].[K+].[K+].[NH2:7][C:8]1[C:23]([CH3:24])=[CH:22][C:21]([Cl:25])=[CH:20][C:9]=1[C:10]([N:12]=[S:13]([CH:17]([CH3:19])[CH3:18])[CH:14]([CH3:16])[CH3:15])=[O:11].[Cl:26][C:27]1[C:28]([N:33]2[C:37]([C:38](Cl)=[O:39])=[CH:36][C:35]([C:41]([F:44])([F:43])[F:42])=[N:34]2)=[N:29][CH:30]=[CH:31][CH:32]=1. The catalyst is ClCCl. The product is [Cl:26][C:27]1[C:28]([N:33]2[C:37]([C:38]([NH:7][C:8]3[C:9]([C:10](=[O:11])[N:12]=[S:13]([CH:17]([CH3:18])[CH3:19])[CH:14]([CH3:16])[CH3:15])=[CH:20][C:21]([Cl:25])=[CH:22][C:23]=3[CH3:24])=[O:39])=[CH:36][C:35]([C:41]([F:44])([F:42])[F:43])=[N:34]2)=[N:29][CH:30]=[CH:31][CH:32]=1. The yield is 0.540. (5) The reactants are F[C:2]1[CH:9]=[CH:8][C:5]([C:6]#[N:7])=[C:4]([C:10]([F:13])([F:12])[F:11])[C:3]=1[C:14]#[C:15][Si](C)(C)C.[NH2:20][C@@H:21]([C:24]1[CH:25]=[N:26][CH:27]=[C:28]([CH:31]=1)[C:29]#[N:30])[CH2:22][CH3:23].C([O-])([O-])=O.[K+].[K+].C([O-])(O)=O.[Na+]. The catalyst is CN1C(=O)CCC1. The product is [C:29]([C:28]1[CH:31]=[C:24]([C@H:21]([N:20]2[C:2]3[C:3](=[C:4]([C:10]([F:13])([F:12])[F:11])[C:5]([C:6]#[N:7])=[CH:8][CH:9]=3)[CH:14]=[CH:15]2)[CH2:22][CH3:23])[CH:25]=[N:26][CH:27]=1)#[N:30]. The yield is 0.360.